Dataset: Catalyst prediction with 721,799 reactions and 888 catalyst types from USPTO. Task: Predict which catalyst facilitates the given reaction. (1) Reactant: [CH2:1]([CH:5]1[C:10](=[O:11])[NH:9][C:8]2[CH:12]=[C:13]([CH3:17])[CH:14]=[C:15]([CH3:16])[C:7]=2[O:6]1)[CH2:2][CH2:3][CH3:4].C(=O)([O-])[O-].[K+].[K+].[C:24]([O:28][CH3:29])(=[O:27])[CH:25]=[CH2:26].C(O)(=O)CC(CC(O)=O)(C(O)=O)O. Product: [CH3:29][O:28][C:24](=[O:27])[CH2:25][CH2:26][N:9]1[C:8]2[CH:12]=[C:13]([CH3:17])[CH:14]=[C:15]([CH3:16])[C:7]=2[O:6][CH:5]([CH2:1][CH2:2][CH2:3][CH3:4])[C:10]1=[O:11]. The catalyst class is: 9. (2) Reactant: [Br:1][C:2]1[CH:3]=[N:4][C:5]([CH2:8][CH2:9][NH:10]C(=O)OC(C)(C)C)=[N:6][CH:7]=1.FC(F)(F)C(O)=O.C(=O)(O)[O-].[Na+]. Product: [Br:1][C:2]1[CH:3]=[N:4][C:5]([CH2:8][CH2:9][NH2:10])=[N:6][CH:7]=1. The catalyst class is: 4. (3) Reactant: Cl[CH2:2][C:3]1[CH:8]=[C:7]([C:9]2[N:13]=[C:12]([C:14]3[CH:19]=[CH:18][C:17]([C:20]4[CH:25]=[CH:24][CH:23]=[CH:22][C:21]=4[CH3:26])=[C:16]([CH2:27][O:28][CH3:29])[CH:15]=3)[O:11][N:10]=2)[CH:6]=[CH:5][N:4]=1.Cl.C([O:35][C:36](=[O:40])[CH2:37][NH:38][CH3:39])(C)(C)C.C([O-])([O-])=O.[K+].[K+].C(Cl)Cl. Product: [CH3:29][O:28][CH2:27][C:16]1[CH:15]=[C:14]([C:12]2[O:11][N:10]=[C:9]([C:7]3[CH:6]=[CH:5][N:4]=[C:3]([CH2:2][N:38]([CH3:39])[CH2:37][C:36]([OH:40])=[O:35])[CH:8]=3)[N:13]=2)[CH:19]=[CH:18][C:17]=1[C:20]1[CH:25]=[CH:24][CH:23]=[CH:22][C:21]=1[CH3:26]. The catalyst class is: 38. (4) Reactant: OC(C(F)(F)F)=O.[O:8]1[C:12]2[CH:13]=[CH:14][C:15]([C:17]3[CH2:22][CH2:21][CH:20]([N:23]4[CH2:26][CH:25]([NH2:27])[CH2:24]4)[CH2:19][CH:18]=3)=[CH:16][C:11]=2[O:10][CH2:9]1.[F:28][C:29]([F:44])([F:43])[C:30]1[CH:31]=[C:32]([CH:40]=[CH:41][CH:42]=1)[C:33]([NH:35][CH2:36][C:37](O)=[O:38])=[O:34].CCN=C=NCCCN(C)C.C1C=CC2N(O)N=NC=2C=1. The catalyst class is: 2. Product: [O:8]1[C:12]2[CH:13]=[CH:14][C:15]([C:17]3[CH2:22][CH2:21][CH:20]([N:23]4[CH2:26][CH:25]([NH:27][C:37]([CH2:36][NH:35][C:33](=[O:34])[C:32]5[CH:40]=[CH:41][CH:42]=[C:30]([C:29]([F:44])([F:28])[F:43])[CH:31]=5)=[O:38])[CH2:24]4)[CH2:19][CH:18]=3)=[CH:16][C:11]=2[O:10][CH2:9]1. (5) Reactant: [NH2:1][C:2]1[CH:26]=[C:25]([Cl:27])[C:24]([O:28][CH3:29])=[CH:23][C:3]=1[O:4][CH2:5][CH:6]([OH:22])[CH2:7][N:8]1[CH2:13][CH2:12][CH:11]([O:14][C:15]2[CH:20]=[CH:19][C:18]([Cl:21])=[CH:17][CH:16]=2)[CH2:10][CH2:9]1.C(N(CC)CC)C.[C:37](Cl)(=[O:39])[CH3:38]. Product: [Cl:27][C:25]1[C:24]([O:28][CH3:29])=[CH:23][C:3]([O:4][CH2:5][CH:6]([OH:22])[CH2:7][N:8]2[CH2:13][CH2:12][CH:11]([O:14][C:15]3[CH:16]=[CH:17][C:18]([Cl:21])=[CH:19][CH:20]=3)[CH2:10][CH2:9]2)=[C:2]([NH:1][C:37](=[O:39])[CH3:38])[CH:26]=1. The catalyst class is: 34. (6) Reactant: [F:1][C:2]1[C:7]([F:8])=[CH:6][CH:5]=[CH:4][C:3]=1[C@H:9]1[CH2:14][N:13]([CH2:15][C:16]([F:19])([F:18])[F:17])[C:12](=[O:20])[C@@H:11]([NH:21]C(=O)OC(C)(C)C)[CH2:10]1.[ClH:29]. Product: [ClH:29].[NH2:21][C@H:11]1[CH2:10][C@@H:9]([C:3]2[CH:4]=[CH:5][CH:6]=[C:7]([F:8])[C:2]=2[F:1])[CH2:14][N:13]([CH2:15][C:16]([F:19])([F:17])[F:18])[C:12]1=[O:20]. The catalyst class is: 25. (7) Reactant: [NH2:1][C:2]1[CH:3]=[C:4]([OH:10])[CH:5]=[C:6]([O:8][CH3:9])[CH:7]=1.[C:11](=O)([O-])[O-].[Cs+].[Cs+].BrC[CH2:19][CH2:20][OH:21].C(=O)(O)[O-].[Na+]. Product: [NH2:1][C:2]1[CH:7]=[C:6]([CH:5]=[C:4]([O:10][CH3:11])[CH:3]=1)[O:8][CH2:9][CH2:19][CH2:20][OH:21]. The catalyst class is: 3. (8) Reactant: [NH2:1]CC1SC(Cl)=NC=1.C(N(CC)CC)C.[F:16][C:17]1[CH:22]=[C:21]([S:23][C:24]([F:27])([F:26])[F:25])[CH:20]=[CH:19][C:18]=1[N:28]([CH3:32])[C:29](Cl)=[O:30]. Product: [F:16][C:17]1[CH:22]=[C:21]([S:23][C:24]([F:27])([F:26])[F:25])[CH:20]=[CH:19][C:18]=1[N:28]([CH3:32])[C:29]([NH2:1])=[O:30]. The catalyst class is: 282. (9) Reactant: [Br:1][CH2:2][C:3]([OH:5])=O.CN1CCOCC1.C(Cl)(=O)OCC(C)C.Cl.[C:22]12([CH2:32][CH2:33][NH:34][CH2:35][CH2:36][CH2:37][CH2:38][CH3:39])[CH2:31][CH:26]3[CH2:27][CH:28]([CH2:30][CH:24]([CH2:25]3)[CH2:23]1)[CH2:29]2.C(=O)([O-])O.[Na+]. The catalyst class is: 54. Product: [C:22]12([CH2:32][CH2:33][N:34]([CH2:35][CH2:36][CH2:37][CH2:38][CH3:39])[C:3](=[O:5])[CH2:2][Br:1])[CH2:29][CH:28]3[CH2:27][CH:26]([CH2:25][CH:24]([CH2:30]3)[CH2:23]1)[CH2:31]2.